Task: Binary Classification. Given a drug SMILES string, predict its activity (active/inactive) in a high-throughput screening assay against a specified biological target.. Dataset: HIV replication inhibition screening data with 41,000+ compounds from the AIDS Antiviral Screen (1) The molecule is CC1(C)Cc2c(C#N)c(N)c3c(c2CO1)C(=O)OC3=O. The result is 0 (inactive). (2) The drug is NC(=O)CCC(Nc1c2ccccc2[n+]([O-])c2ccccc12)C(=O)O. The result is 0 (inactive). (3) The compound is Cc1cccc(C)c1N1C(=O)C(=O)C(c2nc3ccccc3s2)C(=NNC(=O)NN)C1=O. The result is 0 (inactive). (4) The drug is O=C1c2ccccc2CC1C1(O)C(=O)Nc2c(Cl)cc(Cl)cc21. The result is 0 (inactive).